Dataset: NCI-60 drug combinations with 297,098 pairs across 59 cell lines. Task: Regression. Given two drug SMILES strings and cell line genomic features, predict the synergy score measuring deviation from expected non-interaction effect. (1) Drug 1: C1CCC(C1)C(CC#N)N2C=C(C=N2)C3=C4C=CNC4=NC=N3. Drug 2: C1=NC2=C(N=C(N=C2N1C3C(C(C(O3)CO)O)F)Cl)N. Cell line: SNB-19. Synergy scores: CSS=21.8, Synergy_ZIP=-5.03, Synergy_Bliss=-8.14, Synergy_Loewe=-43.1, Synergy_HSA=-9.92. (2) Drug 1: CC1=C2C(C(=O)C3(C(CC4C(C3C(C(C2(C)C)(CC1OC(=O)C(C(C5=CC=CC=C5)NC(=O)OC(C)(C)C)O)O)OC(=O)C6=CC=CC=C6)(CO4)OC(=O)C)OC)C)OC. Drug 2: C1CN(CCN1C(=O)CCBr)C(=O)CCBr. Cell line: CAKI-1. Synergy scores: CSS=47.4, Synergy_ZIP=-4.62, Synergy_Bliss=-3.30, Synergy_Loewe=0.592, Synergy_HSA=3.00. (3) Drug 1: CC1C(C(CC(O1)OC2CC(CC3=C2C(=C4C(=C3O)C(=O)C5=C(C4=O)C(=CC=C5)OC)O)(C(=O)C)O)N)O.Cl. Drug 2: COC1=NC(=NC2=C1N=CN2C3C(C(C(O3)CO)O)O)N. Cell line: TK-10. Synergy scores: CSS=23.2, Synergy_ZIP=-2.98, Synergy_Bliss=9.24, Synergy_Loewe=-10.4, Synergy_HSA=5.59. (4) Drug 1: CC=C1C(=O)NC(C(=O)OC2CC(=O)NC(C(=O)NC(CSSCCC=C2)C(=O)N1)C(C)C)C(C)C. Drug 2: C1CN1C2=NC(=NC(=N2)N3CC3)N4CC4. Cell line: KM12. Synergy scores: CSS=63.8, Synergy_ZIP=-3.11, Synergy_Bliss=-0.197, Synergy_Loewe=-16.3, Synergy_HSA=2.58. (5) Drug 1: CC1C(C(CC(O1)OC2CC(CC3=C2C(=C4C(=C3O)C(=O)C5=C(C4=O)C(=CC=C5)OC)O)(C(=O)C)O)N)O.Cl. Drug 2: C1C(C(OC1N2C=NC3=C(N=C(N=C32)Cl)N)CO)O. Cell line: HS 578T. Synergy scores: CSS=18.1, Synergy_ZIP=1.58, Synergy_Bliss=3.78, Synergy_Loewe=-6.06, Synergy_HSA=1.43. (6) Drug 1: C1CCN(CC1)CCOC2=CC=C(C=C2)C(=O)C3=C(SC4=C3C=CC(=C4)O)C5=CC=C(C=C5)O. Drug 2: CCC1=CC2CC(C3=C(CN(C2)C1)C4=CC=CC=C4N3)(C5=C(C=C6C(=C5)C78CCN9C7C(C=CC9)(C(C(C8N6C)(C(=O)OC)O)OC(=O)C)CC)OC)C(=O)OC.C(C(C(=O)O)O)(C(=O)O)O. Cell line: NCI/ADR-RES. Synergy scores: CSS=12.0, Synergy_ZIP=2.33, Synergy_Bliss=3.29, Synergy_Loewe=5.49, Synergy_HSA=4.91. (7) Drug 1: CN(C)C1=NC(=NC(=N1)N(C)C)N(C)C. Drug 2: CCCCCOC(=O)NC1=NC(=O)N(C=C1F)C2C(C(C(O2)C)O)O. Cell line: UACC-257. Synergy scores: CSS=-5.66, Synergy_ZIP=1.89, Synergy_Bliss=-1.59, Synergy_Loewe=-5.92, Synergy_HSA=-6.62.